Dataset: Catalyst prediction with 721,799 reactions and 888 catalyst types from USPTO. Task: Predict which catalyst facilitates the given reaction. (1) Reactant: [Br:1][C:2]1[CH:7]=[CH:6][C:5]([C@H:8]2[C@H:13]([C:14]3[CH:15]=[N:16][CH:17]=[CH:18][CH:19]=3)[CH2:12][C:11](=O)[NH:10][C:9]2=O)=[C:4]([Cl:22])[CH:3]=1.C(Cl)Cl. Product: [Br:1][C:2]1[CH:7]=[CH:6][C:5]([C@H:8]2[C@H:13]([C:14]3[CH:15]=[N:16][CH:17]=[CH:18][CH:19]=3)[CH2:12][CH2:11][NH:10][CH2:9]2)=[C:4]([Cl:22])[CH:3]=1. The catalyst class is: 5. (2) Reactant: [CH3:1][S:2]([NH:5][CH2:6][CH2:7][NH:8]C(OC(C)(C)C)=O)(=[O:4])=[O:3].C(O)C.[ClH:19]. Product: [ClH:19].[NH2:8][CH2:7][CH2:6][NH:5][S:2]([CH3:1])(=[O:4])=[O:3]. The catalyst class is: 5. (3) Reactant: [CH2:1]([O:8][CH2:9][CH2:10][N:11]1[CH2:16][CH2:15][N:14]([C:17]2[CH:26]=[CH:25][C:20]([C:21]([O:23][CH3:24])=[O:22])=[CH:19][C:18]=2Br)[CH2:13][CH2:12]1)[C:2]1[CH:7]=[CH:6][CH:5]=[CH:4][CH:3]=1.O.[CH:29](/B(O)O)=[CH:30]/[CH3:31].C(=O)([O-])[O-].[Na+].[Na+]. Product: [CH2:1]([O:8][CH2:9][CH2:10][N:11]1[CH2:16][CH2:15][N:14]([C:17]2[CH:26]=[CH:25][C:20]([C:21]([O:23][CH3:24])=[O:22])=[CH:19][C:18]=2/[CH:29]=[CH:30]\[CH3:31])[CH2:13][CH2:12]1)[C:2]1[CH:7]=[CH:6][CH:5]=[CH:4][CH:3]=1. The catalyst class is: 9. (4) Product: [C:7]([C:6]1[C:5]([N+:2]([O-:4])=[O:3])=[CH:12][CH:11]=[CH:10][C:9]=1[O:13][CH2:14][CH:15]1[CH2:20][CH2:19][CH2:18][N:17]([C:32]([NH:31][CH2:28][CH2:29][CH3:30])=[O:33])[CH2:16]1)#[N:8]. The catalyst class is: 1. Reactant: Cl.[N+:2]([C:5]1[CH:12]=[CH:11][CH:10]=[C:9]([O:13][CH2:14][CH:15]2[CH2:20][CH2:19][CH2:18][NH:17][CH2:16]2)[C:6]=1[C:7]#[N:8])([O-:4])=[O:3].C(N(CC)CC)C.[CH2:28]([N:31]=[C:32]=[O:33])[CH2:29][CH3:30]. (5) The catalyst class is: 10. Product: [Br:8][C:1]1[C:2]2[CH2:7][CH2:6][CH2:5][CH2:4][C:3]=2[C:16]([O:19][CH2:20][C:21]2[CH:29]=[CH:28][CH:27]=[CH:26][CH:25]=2)=[CH:17][CH:22]=1. Reactant: [CH2:1]([Br:8])[C:2]1[CH:7]=[CH:6][CH:5]=[CH:4][CH:3]=1.C(=O)([O-])[O-].[K+].[K+].Cl.[C:16]([O:19][CH2:20][CH3:21])(=O)[CH3:17].[CH2:22](Cl)Cl.[CH3:25][CH2:26][CH2:27][CH2:28][CH2:29]C. (6) Reactant: [CH3:1][C:2]1[CH:37]=[CH:36][CH:35]=[CH:34][C:3]=1[O:4][C:5]1[C:6]([C:22]([NH:24]CC2C=CC(OC)=CC=2)=[O:23])=[C:7]([NH:13][C:14]2[CH:19]=[CH:18][C:17]([I:20])=[CH:16][C:15]=2[F:21])[N:8]([CH3:12])[C:9](=[O:11])[CH:10]=1.[Cl-].[Al+3].[Cl-].[Cl-].ClCCl.O. Product: [CH3:1][C:2]1[CH:37]=[CH:36][CH:35]=[CH:34][C:3]=1[O:4][C:5]1[C:6]([C:22]([NH2:24])=[O:23])=[C:7]([NH:13][C:14]2[CH:19]=[CH:18][C:17]([I:20])=[CH:16][C:15]=2[F:21])[N:8]([CH3:12])[C:9](=[O:11])[CH:10]=1. The catalyst class is: 520. (7) Product: [NH2:19][CH2:18][CH2:17][O:16][C:15]1[C:7]2[CH:6]([CH2:5][C:4]([OH:34])=[O:3])[O:10][B:9]([OH:11])[C:8]=2[CH:12]=[C:13]([O:27][C:28]2[CH:33]=[N:32][CH:31]=[CH:30][N:29]=2)[CH:14]=1. The catalyst class is: 15. Reactant: C([O:3][C:4](=[O:34])[CH2:5][CH:6]1[O:10][B:9]([OH:11])[C:8]2[CH:12]=[C:13]([O:27][C:28]3[CH:33]=[N:32][CH:31]=[CH:30][N:29]=3)[CH:14]=[C:15]([O:16][CH2:17][CH2:18][NH:19]C(OC(C)(C)C)=O)[C:7]1=2)C.Cl. (8) Reactant: FC1C=CC([C:8]#[N:9])=CC=1.[C:10]1([S:16]([O-:18])=[O:17])[CH:15]=[CH:14][CH:13]=[CH:12][CH:11]=1.[Na+].C(=O)([O-])[O-].[K+].[K+]. Product: [C:8]([S:16]([C:10]1[CH:15]=[CH:14][CH:13]=[CH:12][CH:11]=1)(=[O:18])=[O:17])#[N:9]. The catalyst class is: 6. (9) Reactant: Cl.[CH3:2][O:3][CH2:4][CH2:5][O:6][CH2:7][CH2:8][O:9][CH2:10][CH2:11][O:12][C@H:13]1[CH2:17][CH2:16][NH:15][CH2:14]1.C(N(CC)C(C)C)(C)C.[C:27]([O:31][C:32]([NH:34][C@@H:35]([C:39]1[CH:44]=[CH:43][C:42]([OH:45])=[CH:41][CH:40]=1)[C:36](O)=[O:37])=[O:33])([CH3:30])([CH3:29])[CH3:28].F[B-](F)(F)F.N1(OC(N(C)C)=[N+](C)C)C2C=CC=CC=2N=N1. Product: [C:27]([O:31][C:32](=[O:33])[NH:34][C@@H:35]([C:39]1[CH:44]=[CH:43][C:42]([OH:45])=[CH:41][CH:40]=1)[C:36]([N:15]1[CH2:16][CH2:17][C@H:13]([O:12][CH2:11][CH2:10][O:9][CH2:8][CH2:7][O:6][CH2:5][CH2:4][O:3][CH3:2])[CH2:14]1)=[O:37])([CH3:30])([CH3:28])[CH3:29]. The catalyst class is: 4. (10) Reactant: [CH:1]1([N:4]2[C:8]3[CH:9]=[CH:10][CH:11]=[CH:12][C:7]=3[N:6]=[C:5]2[CH2:13][CH2:14][CH2:15][CH2:16][CH2:17][CH2:18][C:19]([O:21]C)=O)[CH2:3][CH2:2]1.[NH2:23][OH:24].[OH-].[K+]. Product: [CH:1]1([N:4]2[C:8]3[CH:9]=[CH:10][CH:11]=[CH:12][C:7]=3[N:6]=[C:5]2[CH2:13][CH2:14][CH2:15][CH2:16][CH2:17][CH2:18][C:19]([NH:23][OH:24])=[O:21])[CH2:3][CH2:2]1. The catalyst class is: 1.